Dataset: Full USPTO retrosynthesis dataset with 1.9M reactions from patents (1976-2016). Task: Predict the reactants needed to synthesize the given product. (1) Given the product [ClH:1].[CH2:19]([O:21][C:17](=[NH:18])[CH2:16][N:3]1[C:4]2[C:9](=[CH:8][C:7]([Cl:15])=[CH:6][CH:5]=2)[C:10]([S:11]([CH3:14])(=[O:13])=[O:12])=[C:2]1[Cl:1])[CH3:20], predict the reactants needed to synthesize it. The reactants are: [Cl:1][C:2]1[N:3]([CH2:16][C:17]#[N:18])[C:4]2[C:9]([C:10]=1[S:11]([CH3:14])(=[O:13])=[O:12])=[CH:8][C:7]([Cl:15])=[CH:6][CH:5]=2.[CH2:19]([OH:21])[CH3:20]. (2) Given the product [F:13][C:11]([F:14])([F:12])[C:10]([N:9]([CH2:16][CH2:17][S:18]([CH3:21])(=[O:20])=[O:19])[CH2:8][C:4]1[CH:5]=[CH:6][CH:7]=[C:2]([NH:1][C:34]2[N:39]=[C:38]([C:40]3[C:41]([C:49]4[CH:54]=[CH:53][CH:52]=[C:51]([NH:55][C:56](=[O:63])[CH2:57][C:58]5[S:59][CH:60]=[CH:61][CH:62]=5)[CH:50]=4)=[N:42][N:43]4[CH:48]=[CH:47][CH:46]=[CH:45][C:44]=34)[CH:37]=[CH:36][N:35]=2)[CH:3]=1)=[O:15], predict the reactants needed to synthesize it. The reactants are: [NH2:1][C:2]1[CH:3]=[C:4]([CH2:8][N:9]([CH2:16][CH2:17][S:18]([CH3:21])(=[O:20])=[O:19])[C:10](=[O:15])[C:11]([F:14])([F:13])[F:12])[CH:5]=[CH:6][CH:7]=1.O1C(C2C=C(N[C:34]3[N:39]=[C:38]([C:40]4[C:41]([C:49]5[CH:50]=[C:51]([NH:55][C:56](=[O:63])[CH2:57][C:58]6[S:59][CH:60]=[CH:61][CH:62]=6)[CH:52]=[CH:53][CH:54]=5)=[N:42][N:43]5[CH:48]=[CH:47][CH:46]=[CH:45][C:44]=45)[CH:37]=[CH:36][N:35]=3)C=CC=2)=CN=C1. (3) The reactants are: [NH2:1][CH:2]([C:6]1[O:16][C:10]2=[N:11][C:12]([Cl:15])=[CH:13][CH:14]=[C:9]2[C:8](=[O:17])[C:7]=1[CH2:18][C:19]1[CH:24]=[CH:23][CH:22]=[C:21]([O:25][CH3:26])[CH:20]=1)[CH:3]([CH3:5])[CH3:4].[C:27]([O:31][C:32](=[O:37])[NH:33][CH2:34][CH:35]=O)([CH3:30])([CH3:29])[CH3:28].C(O[BH-](OC(=O)C)OC(=O)C)(=O)C.[Na+]. Given the product [Cl:15][C:12]1[N:11]=[C:10]2[O:16][C:6]([CH:2]([NH:1][CH2:35][CH2:34][NH:33][C:32](=[O:37])[O:31][C:27]([CH3:30])([CH3:29])[CH3:28])[CH:3]([CH3:5])[CH3:4])=[C:7]([CH2:18][C:19]3[CH:24]=[CH:23][CH:22]=[C:21]([O:25][CH3:26])[CH:20]=3)[C:8](=[O:17])[C:9]2=[CH:14][CH:13]=1, predict the reactants needed to synthesize it. (4) The reactants are: [CH3:1][C:2]1[CH:18]=[CH:17][C:5]2[N:6]3[CH:11]=[C:10]([C:12](OCC)=[O:13])[N:9]=[C:7]3[S:8][C:4]=2[CH:3]=1.CC(C[AlH]CC(C)C)C. Given the product [CH:12]([C:10]1[N:9]=[C:7]2[N:6]([CH:11]=1)[C:5]1[CH:17]=[CH:18][C:2]([CH3:1])=[CH:3][C:4]=1[S:8]2)=[O:13], predict the reactants needed to synthesize it. (5) Given the product [Br:1][C:2]1[C:7]([F:8])=[CH:6][C:5]([C:9]2[C:18]3[C:13](=[CH:14][C:15]([S:19]([NH:41][C:38]4[CH:39]=[CH:40][O:36][N:37]=4)(=[O:21])=[O:20])=[CH:16][CH:17]=3)[CH:12]=[CH:11][N:10]=2)=[C:4]([O:34][CH3:35])[CH:3]=1, predict the reactants needed to synthesize it. The reactants are: [Br:1][C:2]1[C:7]([F:8])=[CH:6][C:5]([C:9]2[C:18]3[C:13](=[CH:14][C:15]([S:19](OC4C(F)=C(F)C(F)=C(F)C=4F)(=[O:21])=[O:20])=[CH:16][CH:17]=3)[CH:12]=[CH:11][N:10]=2)=[C:4]([O:34][CH3:35])[CH:3]=1.[O:36]1[CH:40]=[CH:39][C:38]([NH2:41])=[N:37]1.C1COCC1.C[Si]([N-][Si](C)(C)C)(C)C.[Li+]. (6) The reactants are: Br[C:2]1[CH:12]=[CH:11][CH:10]=[C:9]([N:13]2[CH:22]=[CH:21][C:20]3[C:15](=[CH:16][CH:17]=[C:18]([N:23]([CH3:25])[CH3:24])[CH:19]=3)[C:14]2=[O:26])[C:3]=1[CH2:4][O:5][C:6](=[O:8])[CH3:7].[B:27]1([B:27]2[O:31][C:30]([CH3:33])([CH3:32])[C:29]([CH3:35])([CH3:34])[O:28]2)[O:31][C:30]([CH3:33])([CH3:32])[C:29]([CH3:35])([CH3:34])[O:28]1.[C:45]([O-:48])(=[O:47])[CH3:46].[K+].ClCCl. Given the product [CH3:24][N:23]([CH3:25])[C:18]1[CH:19]=[C:20]2[C:15](=[CH:16][CH:17]=1)[C:14](=[O:26])[N:13]([C:9]1[CH:10]=[CH:11][CH:12]=[C:2]([B:27]3[O:31][C:30]([CH3:33])([CH3:32])[C:29]([CH3:35])([CH3:34])[O:28]3)[C:3]=1[CH2:4][O:5][C:6](=[O:8])[CH3:7])[CH:22]=[CH:21]2.[C:45]([OH:48])(=[O:47])[CH3:46], predict the reactants needed to synthesize it. (7) Given the product [F:1][C:2]1[CH:3]=[CH:4][C:5]([O:35][CH3:36])=[C:6]([C:8]2[CH:13]=[CH:12][N:11]=[C:10]3[NH:14][C:15]([C:17]4[CH2:22][CH2:21][CH:20]([C:23]#[N:24])[CH2:19][CH:18]=4)=[CH:16][C:9]=23)[CH:7]=1, predict the reactants needed to synthesize it. The reactants are: [F:1][C:2]1[CH:3]=[CH:4][C:5]([O:35][CH3:36])=[C:6]([C:8]2[CH:13]=[CH:12][N:11]=[C:10]3[N:14](S(C4C=CC(C)=CC=4)(=O)=O)[C:15]([C:17]4[CH2:22][CH2:21][CH:20]([C:23]#[N:24])[CH2:19][CH:18]=4)=[CH:16][C:9]=23)[CH:7]=1.[OH-].[Na+]. (8) Given the product [Cl:30][C:19]1[C:20]([O:26][CH:27]([F:29])[F:28])=[CH:21][CH:22]=[C:23]2[C:18]=1[C:17](=[O:31])[N:16]([CH2:15][C:14]1[C:9](=[O:8])[NH:10][C:11]([CH3:33])=[CH:12][C:13]=1[CH3:32])[CH2:25][CH2:24]2, predict the reactants needed to synthesize it. The reactants are: C([O:8][C:9]1[C:14]([CH2:15][N:16]2[CH2:25][CH2:24][C:23]3[C:18](=[C:19]([Cl:30])[C:20]([O:26][CH:27]([F:29])[F:28])=[CH:21][CH:22]=3)[C:17]2=[O:31])=[C:13]([CH3:32])[CH:12]=[C:11]([CH3:33])[N:10]=1)C1C=CC=CC=1.C(O)(C(F)(F)F)=O. (9) The reactants are: Br[C:2]1[CH:3]=[C:4]([O:8][CH3:9])[CH:5]=[CH:6][CH:7]=1.[C:10]1(B(O)O)[CH:15]=[CH:14][CH:13]=[CH:12][CH:11]=1.C(=O)([O-])[O-].[K+].[K+]. Given the product [CH3:9][O:8][C:4]1[CH:3]=[C:2]([C:10]2[CH:15]=[CH:14][CH:13]=[CH:12][CH:11]=2)[CH:7]=[CH:6][CH:5]=1, predict the reactants needed to synthesize it. (10) Given the product [CH3:6][C:5]([O:4][C@@H:1]1[CH2:13][C:14]2[C@@:9]([CH3:10])([C@@H:18]3[C@@H:17]([CH2:16][CH:15]=2)[C@@H:22]2[CH2:23][CH:24]=[C:25]([C:26]4[CH:27]=[CH:28][CH:29]=[N:30][CH:31]=4)[C@@:21]2([CH3:32])[CH2:20][CH2:19]3)[CH2:8][CH2:2]1)=[O:7], predict the reactants needed to synthesize it. The reactants are: [C:1]([O:4][C:5](=[O:7])[CH3:6])(=O)[CH3:2].[CH3:8][C@@:9]12[C@H:18]3[CH2:19][CH2:20][C@:21]4([CH3:32])[C:25]([C:26]5[CH:27]=[CH:28][CH:29]=[N:30][CH:31]=5)=[CH:24][CH2:23][C@H:22]4[C@@H:17]3[CH2:16][CH:15]=[C:14]1[CH2:13][C@@H](O)C[CH2:10]2.CO.C(=O)([O-])[O-].[Na+].[Na+].